Dataset: Full USPTO retrosynthesis dataset with 1.9M reactions from patents (1976-2016). Task: Predict the reactants needed to synthesize the given product. (1) Given the product [Cl:14][C:15]1[CH:22]=[C:21]([Cl:23])[CH:20]=[CH:19][C:16]=1[CH2:17][NH:18][C:2]1[CH:3]=[C:4]([CH:8]=[CH:9][C:10]=1[N+:11]([O-:13])=[O:12])[C:5]([OH:7])=[O:6], predict the reactants needed to synthesize it. The reactants are: F[C:2]1[CH:3]=[C:4]([CH:8]=[CH:9][C:10]=1[N+:11]([O-:13])=[O:12])[C:5]([OH:7])=[O:6].[Cl:14][C:15]1[CH:22]=[C:21]([Cl:23])[CH:20]=[CH:19][C:16]=1[CH2:17][NH2:18].C1(C)C=CC=CC=1.O. (2) Given the product [CH2:15]1[O:14][C:11]2[CH:12]=[CH:13][C:8]([CH2:7][C@H:3]3[CH2:2][O:5][C:4]3=[O:6])=[CH:9][C:10]=2[O:16]1, predict the reactants needed to synthesize it. The reactants are: O[CH2:2][C@H:3]([CH2:7][C:8]1[CH:13]=[CH:12][C:11]2[O:14][CH2:15][O:16][C:10]=2[CH:9]=1)[C:4]([OH:6])=[O:5].CS(Cl)(=O)=O.